From a dataset of Full USPTO retrosynthesis dataset with 1.9M reactions from patents (1976-2016). Predict the reactants needed to synthesize the given product. (1) The reactants are: [Cl:1][C:2]1[N:3]=[C:4]([C:9]([NH:11][C@H:12]2[CH2:17][CH2:16][N:15]([C:18]3[O:19][C:20]([CH3:30])=[C:21]([C:23]([O:25]CCCC)=[O:24])[N:22]=3)[CH2:14][C@H:13]2[O:31][CH2:32][CH2:33][CH3:34])=[O:10])[NH:5][C:6]=1[CH2:7][CH3:8].[OH-].[Li+].CO. Given the product [Cl:1][C:2]1[N:3]=[C:4]([C:9]([NH:11][C@H:12]2[CH2:17][CH2:16][N:15]([C:18]3[O:19][C:20]([CH3:30])=[C:21]([C:23]([OH:25])=[O:24])[N:22]=3)[CH2:14][C@H:13]2[O:31][CH2:32][CH2:33][CH3:34])=[O:10])[NH:5][C:6]=1[CH2:7][CH3:8], predict the reactants needed to synthesize it. (2) Given the product [Cl:1][C:2]1[CH:3]=[CH:4][C:5]([OH:18])=[C:6]([C:8]2[NH:9][C:10]3[C:15]([CH:16]=2)=[C:14]([F:17])[CH:13]=[CH:12][CH:11]=3)[CH:7]=1, predict the reactants needed to synthesize it. The reactants are: [Cl:1][C:2]1[CH:3]=[CH:4][C:5]([O:18]C)=[C:6]([C:8]2[NH:9][C:10]3[C:15]([CH:16]=2)=[C:14]([F:17])[CH:13]=[CH:12][CH:11]=3)[CH:7]=1.B(Br)(Br)Br.CO.O. (3) Given the product [Cl:37][C:38]1[CH:43]=[CH:42][C:41]([NH:44][C:14](=[O:16])[CH2:13][C@@H:12]([C:17]2[C:21]([CH:22]3[CH2:23][CH2:24]3)=[C:20]([C:25]3[CH:29]=[C:28]([C:30]([F:35])([F:36])[C:31]([CH3:33])([CH3:32])[CH3:34])[O:27][N:26]=3)[O:19][N:18]=2)[CH2:11][CH2:10][CH2:9][O:8][CH2:1][C:2]2[CH:3]=[CH:4][CH:5]=[CH:6][CH:7]=2)=[C:40]([F:45])[CH:39]=1, predict the reactants needed to synthesize it. The reactants are: [CH2:1]([O:8][CH2:9][CH2:10][CH2:11][C@H:12]([C:17]1[C:21]([CH:22]2[CH2:24][CH2:23]2)=[C:20]([C:25]2[CH:29]=[C:28]([C:30]([F:36])([F:35])[C:31]([CH3:34])([CH3:33])[CH3:32])[O:27][N:26]=2)[O:19][N:18]=1)[CH2:13][C:14]([OH:16])=O)[C:2]1[CH:7]=[CH:6][CH:5]=[CH:4][CH:3]=1.[Cl:37][C:38]1[CH:43]=[CH:42][C:41]([NH2:44])=[C:40]([F:45])[CH:39]=1.C(N(C(C)C)CC)(C)C.CN(C(ON1N=NC2C=CC=NC1=2)=[N+](C)C)C.F[P-](F)(F)(F)(F)F.C(=O)(O)[O-].[Na+]. (4) Given the product [F:1][C:2]1[C:3]([NH:17][CH:19]([O:20][CH3:33])[CH2:18][CH3:28])=[N:4][C:5]([O:8][CH2:9][C:10]2[CH:11]=[CH:12][C:13]([F:16])=[CH:14][CH:15]=2)=[N:6][CH:7]=1, predict the reactants needed to synthesize it. The reactants are: [F:1][C:2]1[C:3]([NH2:17])=[N:4][C:5]([O:8][CH2:9][C:10]2[CH:15]=[CH:14][C:13]([F:16])=[CH:12][CH:11]=2)=[N:6][CH:7]=1.[C:18]12([CH2:28]S(O)(=O)=O)C(C)(C)C(CC1)C[C:19]2=[O:20].[CH:33](=O)CC. (5) Given the product [CH3:1][N:2]1[C:6]([C:7]2[S:8][CH:9]=[CH:10][CH:11]=2)=[C:5](/[CH:12]=[CH:24]/[C:25]([O:27][CH2:28][CH3:29])=[O:26])[CH:4]=[N:3]1, predict the reactants needed to synthesize it. The reactants are: [CH3:1][N:2]1[C:6]([C:7]2[S:8][CH:9]=[CH:10][CH:11]=2)=[C:5]([CH:12]=O)[CH:4]=[N:3]1.[H-].[Na+].C(OP([CH2:24][C:25]([O:27][CH2:28][CH3:29])=[O:26])(OCC)=O)C.CN(C)C=O. (6) Given the product [CH3:1][O:2][C:3](=[O:17])[CH2:4][CH2:5][CH2:6][CH2:7][C:8]1[CH:13]=[CH:12][CH:11]=[C:10]([NH2:14])[CH:9]=1, predict the reactants needed to synthesize it. The reactants are: [CH3:1][O:2][C:3](=[O:17])[CH2:4][CH2:5][C:6]#[C:7][C:8]1[CH:13]=[CH:12][CH:11]=[C:10]([N+:14]([O-])=O)[CH:9]=1.